The task is: Predict the reactants needed to synthesize the given product.. This data is from Full USPTO retrosynthesis dataset with 1.9M reactions from patents (1976-2016). Given the product [CH3:1][S:2]([N:5]1[CH2:10][CH2:9][N:8]([C:11]2[C:12]([C:25]3[CH:30]=[CH:29][CH:28]=[CH:27][CH:26]=3)=[N:13][C:14]3[C:19]([N:20]=2)=[CH:18][C:17]([C:21]([OH:23])=[O:22])=[CH:16][CH:15]=3)[CH2:7][CH2:6]1)(=[O:4])=[O:3], predict the reactants needed to synthesize it. The reactants are: [CH3:1][S:2]([N:5]1[CH2:10][CH2:9][N:8]([C:11]2[C:12]([C:25]3[CH:30]=[CH:29][CH:28]=[CH:27][CH:26]=3)=[N:13][C:14]3[C:19]([N:20]=2)=[CH:18][C:17]([C:21]([O:23]C)=[O:22])=[CH:16][CH:15]=3)[CH2:7][CH2:6]1)(=[O:4])=[O:3].CO.[OH-].[Na+].